Dataset: Full USPTO retrosynthesis dataset with 1.9M reactions from patents (1976-2016). Task: Predict the reactants needed to synthesize the given product. (1) The reactants are: [S:1]1[CH:5]=[CH:4][CH:3]=[C:2]1[CH2:6][C:7]([OH:9])=O.C1C=NC2N(O)N=NC=2C=1.CCN(C(C)C)C(C)C.[C:29]([O:33][C:34](=[O:58])[C@@H:35]([NH:40][C:41](=[O:57])[C:42]1[CH:47]=[CH:46][C:45]([NH:48][CH:49]([CH:53]([CH3:55])[CH3:54])[CH:50]([CH3:52])[CH3:51])=[C:44]([NH2:56])[CH:43]=1)[CH2:36][CH:37]([CH3:39])[CH3:38])([CH3:32])([CH3:31])[CH3:30]. Given the product [C:29]([O:33][C:34](=[O:58])[C@@H:35]([NH:40][C:41](=[O:57])[C:42]1[CH:47]=[CH:46][C:45]([NH:48][CH:49]([CH:50]([CH3:52])[CH3:51])[CH:53]([CH3:54])[CH3:55])=[C:44]([NH:56][C:7](=[O:9])[CH2:6][C:2]2[S:1][CH:5]=[CH:4][CH:3]=2)[CH:43]=1)[CH2:36][CH:37]([CH3:39])[CH3:38])([CH3:30])([CH3:31])[CH3:32], predict the reactants needed to synthesize it. (2) Given the product [F:1][C:2]1[CH:3]=[C:4]([C:8]2[C:9](=[O:10])[C:11]3[C:12](=[CH:13][C:14]([O:17][CH3:18])=[CH:15][CH:16]=3)[O:19][CH:21]=2)[CH:5]=[CH:6][CH:7]=1, predict the reactants needed to synthesize it. The reactants are: [F:1][C:2]1[CH:3]=[C:4]([CH2:8][C:9]([C:11]2[CH:16]=[CH:15][C:14]([O:17][CH3:18])=[CH:13][C:12]=2[OH:19])=[O:10])[CH:5]=[CH:6][CH:7]=1.N1CCCC[CH2:21]1.C(OC(OCC)OCC)C.Cl. (3) Given the product [NH:1]([C:3](=[O:25])[C:4]([NH:6][C:7]1[CH:8]=[CH:9][C:10]([O:11][C@H:12]2[CH2:13][CH2:14][C@H:15]([C:18]([O:20][CH2:21][CH3:22])=[O:19])[CH2:16][CH2:17]2)=[CH:23][CH:24]=1)=[O:5])[NH2:2], predict the reactants needed to synthesize it. The reactants are: [NH:1]([C:3](=[O:25])[C:4]([NH:6][C:7]1[CH:24]=[CH:23][C:10]([O:11][C@@H:12]2[CH2:17][CH2:16][C@H:15]([C:18]([O:20][CH2:21][CH3:22])=[O:19])[CH2:14][CH2:13]2)=[CH:9][CH:8]=1)=[O:5])[NH2:2].[N+](C1C=CC(O[C@H]2CC[C@H](C(OCC)=O)CC2)=CC=1)([O-])=O.